This data is from Reaction yield outcomes from USPTO patents with 853,638 reactions. The task is: Predict the reaction yield, written as a fraction of the theoretical maximum amount of product (1.0 means a 100% yield; for example, 0.34 means a 34% yield). (1) The reactants are [NH2:1][C:2]1[CH:3]=[C:4]([CH:9]=[C:10]([O:12][CH2:13][CH:14]2[CH2:16][CH2:15]2)[CH:11]=1)[C:5]([O:7][CH3:8])=[O:6].[CH3:17][S:18](Cl)(=[O:20])=[O:19]. The catalyst is N1C=CC=CC=1.Cl. The product is [CH:14]1([CH2:13][O:12][C:10]2[CH:9]=[C:4]([CH:3]=[C:2]([NH:1][S:18]([CH3:17])(=[O:20])=[O:19])[CH:11]=2)[C:5]([O:7][CH3:8])=[O:6])[CH2:16][CH2:15]1. The yield is 0.970. (2) The reactants are [F:1][C:2]1[CH:3]=[C:4]([C:8]2[S:9][C:10]([NH:14][CH3:15])=[C:11]([CH3:13])[N:12]=2)[CH:5]=[N:6][CH:7]=1.[N:16]([CH:19]1[CH2:21][CH2:20]1)=[C:17]=[S:18]. The catalyst is O1CCOCC1. The product is [CH:19]1([NH:16][C:17](=[S:18])[N:14]([C:10]2[S:9][C:8]([C:4]3[CH:5]=[N:6][CH:7]=[C:2]([F:1])[CH:3]=3)=[N:12][C:11]=2[CH3:13])[CH3:15])[CH2:21][CH2:20]1. The yield is 0.730. (3) The reactants are [C:1]([C:4]1[CH:9]=[CH:8][C:7]([NH:10][CH2:11][C:12]2[C:13]([CH2:20][NH:21][CH2:22][CH2:23][CH2:24][CH2:25][CH2:26][C:27]([OH:29])=[O:28])=[C:14]([OH:19])[C:15]([CH3:18])=[N:16][CH:17]=2)=[CH:6][CH:5]=1)(=[NH:3])[NH2:2]. The yield is 0.300. The catalyst is Cl. The product is [OH-:19].[NH4+:2].[CH2:1]([O:19][C:14]1[C:15]([CH3:18])=[N:16][CH:17]=[C:12]([CH2:11][NH:10][C:7]2[CH:6]=[CH:5][C:4]([C:1](=[NH:2])[NH2:3])=[CH:9][CH:8]=2)[C:13]=1[CH2:20][NH:21][CH2:22][CH2:23][CH2:24][CH2:25][CH2:26][C:27]([OH:29])=[O:28])[C:4]1[CH:9]=[CH:8][CH:7]=[CH:6][CH:5]=1. (4) The product is [Cl:19][C:15]1[N:14]=[CH:13][N:12]=[C:11]2[N:7]([C:2]3[CH:3]=[CH:4][CH:5]=[CH:6][N:1]=3)[N:8]=[CH:9][C:10]=12. The reactants are [N:1]1[CH:6]=[CH:5][CH:4]=[CH:3][C:2]=1[N:7]1[C:11]2=[N:12][CH:13]=[N:14][C:15](O)=[C:10]2[CH:9]=[N:8]1.P(Cl)(Cl)([Cl:19])=O. The catalyst is CN(C=O)C. The yield is 0.610. (5) The reactants are [CH:1]1([CH2:7][N:8]2[C:12]([C:13]3[CH:18]=[C:17]([C:19]([CH3:22])([CH3:21])[CH3:20])[CH:16]=[C:15]([C:23]([CH3:26])([CH3:25])[CH3:24])[CH:14]=3)=[N:11][C:10]([C:27]([O:29]C)=[O:28])=[N:9]2)[CH2:6][CH2:5][CH2:4][CH2:3][CH2:2]1.O[Li].O. The catalyst is C1COCC1.O. The product is [CH:1]1([CH2:7][N:8]2[C:12]([C:13]3[CH:14]=[C:15]([C:23]([CH3:25])([CH3:26])[CH3:24])[CH:16]=[C:17]([C:19]([CH3:22])([CH3:21])[CH3:20])[CH:18]=3)=[N:11][C:10]([C:27]([OH:29])=[O:28])=[N:9]2)[CH2:2][CH2:3][CH2:4][CH2:5][CH2:6]1. The yield is 0.750. (6) The reactants are Cl.Cl.[CH2:3]([N:10]1[CH2:15][CH2:14][CH2:13][CH:12]([CH2:16][N:17]2[CH2:22][CH2:21][NH:20][CH2:19][C:18]2=[O:23])[CH2:11]1)[C:4]1[CH:9]=[CH:8][CH:7]=[CH:6][CH:5]=1.C(N(CC)C(C)C)(C)C.CN(C)C=O.[Cl:38][C:39]1[CH:40]=[C:41]([N:46]=[C:47]=[O:48])[CH:42]=[CH:43][C:44]=1[Cl:45]. The catalyst is ClCCl. The product is [CH2:3]([N:10]1[CH2:15][CH2:14][CH2:13][CH:12]([CH2:16][N:17]2[CH2:22][CH2:21][N:20]([C:47]([NH:46][C:41]3[CH:42]=[CH:43][C:44]([Cl:45])=[C:39]([Cl:38])[CH:40]=3)=[O:48])[CH2:19][C:18]2=[O:23])[CH2:11]1)[C:4]1[CH:5]=[CH:6][CH:7]=[CH:8][CH:9]=1. The yield is 0.840. (7) The reactants are [N:1](OC(C)(C)C)=[O:2].Cl.O1CCOCC1.[C:15]([O:19][C:20](=[O:40])[NH:21][C:22]1[N:31]=[C:30]([O:32][CH3:33])[C:29]2[C:28]3[CH:34]=[C:35]([F:38])[CH:36]=[CH:37][C:27]=3[C:26]([OH:39])=[CH:25][C:24]=2[N:23]=1)([CH3:18])([CH3:17])[CH3:16]. The catalyst is CN(C=O)C.O. The product is [C:15]([O:19][C:20](=[O:40])[NH:21][C:22]1[N:31]=[C:30]([O:32][CH3:33])[C:29]2[C:28]3[CH:34]=[C:35]([F:38])[CH:36]=[CH:37][C:27]=3[C:26](=[O:39])[C:25](=[N:1][OH:2])[C:24]=2[N:23]=1)([CH3:18])([CH3:16])[CH3:17]. The yield is 0.990.